Predict the product of the given reaction. From a dataset of Forward reaction prediction with 1.9M reactions from USPTO patents (1976-2016). (1) Given the reactants NN.[NH2:3][C:4]1[C:13]2[N:14]=[CH:15][N:16]([CH2:17][CH2:18][CH2:19][CH2:20][O:21][N:22]3C(=O)C4C(=CC=CC=4)C3=O)[C:12]=2[C:11]2[CH2:10][CH2:9][CH2:8][CH2:7][C:6]=2[N:5]=1, predict the reaction product. The product is: [NH2:22][O:21][CH2:20][CH2:19][CH2:18][CH2:17][N:16]1[C:12]2[C:11]3[CH2:10][CH2:9][CH2:8][CH2:7][C:6]=3[N:5]=[C:4]([NH2:3])[C:13]=2[N:14]=[CH:15]1. (2) Given the reactants [NH2:1][C:2]1[CH:7]=[CH:6][C:5]([CH3:8])=[CH:4][CH:3]=1.[C:9]1([S:15][CH:16]=[CH:17][C:18](Cl)=[O:19])[CH:14]=[CH:13][CH:12]=[CH:11][CH:10]=1.Cl, predict the reaction product. The product is: [CH3:8][C:5]1[CH:6]=[CH:7][C:2]([NH:1][C:18](=[O:19])[CH:17]=[CH:16][S:15][C:9]2[CH:14]=[CH:13][CH:12]=[CH:11][CH:10]=2)=[CH:3][CH:4]=1. (3) Given the reactants [F:1][C:2]([F:16])([F:15])[CH2:3][O:4][C:5]1[CH:6]=[N:7][C:8]2[CH2:9][CH2:10][CH2:11][CH2:12][C:13]=2[CH:14]=1.ClC1C=CC=C(C(OO)=[O:25])C=1.C(=O)(O)[O-].[Na+], predict the reaction product. The product is: [F:16][C:2]([F:1])([F:15])[CH2:3][O:4][C:5]1[CH:6]=[N+:7]([O-:25])[C:8]2[CH2:9][CH2:10][CH2:11][CH2:12][C:13]=2[CH:14]=1. (4) Given the reactants [C:1](N1C=CN=C1)([N:3]1[CH:7]=[CH:6][N:5]=[CH:4]1)=[O:2].[CH2:13]([C:20]1([OH:24])[CH2:23][CH2:22][CH2:21]1)[C:14]1[CH:19]=[CH:18][CH:17]=[CH:16][CH:15]=1, predict the reaction product. The product is: [N:3]1([C:1]([O:24][C:20]2([CH2:13][C:14]3[CH:19]=[CH:18][CH:17]=[CH:16][CH:15]=3)[CH2:23][CH2:22][CH2:21]2)=[O:2])[CH:7]=[CH:6][N:5]=[CH:4]1. (5) Given the reactants [Cl:1][C:2]1[CH:40]=[CH:39][C:5]([O:6][C:7]2[CH:29]=[N:28][C:10]3[N:11]([CH3:27])[C:12](=[O:26])[N:13]([CH2:16][CH2:17][CH2:18][O:19][CH:20]4CCCC[O:21]4)[C:14](=[O:15])[C:9]=3[C:8]=2[CH:30]([C:32]2[CH:37]=[CH:36][C:35]([F:38])=[CH:34][CH:33]=2)O)=[CH:4][CH:3]=1, predict the reaction product. The product is: [Cl:1][C:2]1[CH:3]=[CH:4][C:5]([O:6][C:7]2[CH:29]=[N:28][C:10]3[N:11]([CH3:27])[C:12](=[O:26])[N:13]([CH2:16][CH2:17][CH2:18][O:19][CH:20]=[O:21])[C:14](=[O:15])[C:9]=3[C:8]=2[CH2:30][C:32]2[CH:33]=[CH:34][C:35]([F:38])=[CH:36][CH:37]=2)=[CH:39][CH:40]=1. (6) Given the reactants [S:1]1[CH:5]=[CH:4][N:3]=[C:2]1[CH2:6][N:7]1[C:15]2[C:10](=[CH:11][C:12]([NH:16][C:17]3[C:26]4[C:21](=[CH:22][CH:23]=[CH:24][C:25]=4[O:27][C@@H:28]([CH3:32])[C:29](O)=[O:30])[N:20]=[CH:19][N:18]=3)=[CH:13][CH:14]=2)[CH:9]=[N:8]1.[NH:33]1[CH2:38][CH2:37][O:36][CH2:35][CH2:34]1, predict the reaction product. The product is: [CH3:32][C@H:28]([O:27][C:25]1[CH:24]=[CH:23][CH:22]=[C:21]2[C:26]=1[C:17]([NH:16][C:12]1[CH:11]=[C:10]3[C:15](=[CH:14][CH:13]=1)[N:7]([CH2:6][C:2]1[S:1][CH:5]=[CH:4][N:3]=1)[N:8]=[CH:9]3)=[N:18][CH:19]=[N:20]2)[C:29]([N:33]1[CH2:38][CH2:37][O:36][CH2:35][CH2:34]1)=[O:30].